From a dataset of Forward reaction prediction with 1.9M reactions from USPTO patents (1976-2016). Predict the product of the given reaction. (1) Given the reactants [CH:1]1([CH3:11])[CH2:6][CH2:5][CH:4]([CH:7]([CH3:9])[CH3:8])[CH:3]([OH:10])[CH2:2]1.[C:12](OC=C)(=[O:14])[CH3:13], predict the reaction product. The product is: [C:12]([O:10][CH:3]1[CH:4]([CH:7]([CH3:8])[CH3:9])[CH2:5][CH2:6][CH:1]([CH3:11])[CH2:2]1)(=[O:14])[CH3:13]. (2) Given the reactants [C:1]([O:5][C:6]([N:8]1[CH2:12][CH2:11][CH2:10][C@H:9]1[C:13]([OH:15])=O)=[O:7])([CH3:4])([CH3:3])[CH3:2].C(OC1C=CC2C(=CC=CC=2)N1C(OCC)=O)C.[NH2:34][C:35]1[C:43]2[C:38](=[CH:39][C:40]([C:44]3[CH:49]=[CH:48][C:47]([C:50]4[NH:54][C:53]([C@@H:55]5[CH2:59][CH2:58][CH2:57][N:56]5[C:60]([O:62][C:63]([CH3:66])([CH3:65])[CH3:64])=[O:61])=[N:52][CH:51]=4)=[CH:46][CH:45]=3)=[CH:41][CH:42]=2)[N:37]([C:67]([O:69][C:70]([CH3:73])([CH3:72])[CH3:71])=[O:68])[N:36]=1.CCN(C(C)C)C(C)C, predict the reaction product. The product is: [C:63]([O:62][C:60]([N:56]1[CH2:57][CH2:58][CH2:59][C@H:55]1[C:53]1[NH:54][C:50]([C:47]2[CH:48]=[CH:49][C:44]([C:40]3[CH:39]=[C:38]4[C:43]([C:35]([NH:34][C:13]([C@@H:9]5[CH2:10][CH2:11][CH2:12][N:8]5[C:6]([O:5][C:1]([CH3:2])([CH3:3])[CH3:4])=[O:7])=[O:15])=[N:36][N:37]4[C:67]([O:69][C:70]([CH3:73])([CH3:72])[CH3:71])=[O:68])=[CH:42][CH:41]=3)=[CH:45][CH:46]=2)=[CH:51][N:52]=1)=[O:61])([CH3:66])([CH3:65])[CH3:64]. (3) Given the reactants [CH:1]([C:4]1[CH:11]=[CH:10][C:7]([CH:8]=O)=[CH:6][CH:5]=1)([CH3:3])[CH3:2].[NH2:12][C:13]1[N:14]=[N:15][C:16]([CH3:19])=[CH:17][CH:18]=1.C([O:22][C:23](=O)[C:24]([OH:36])=[CH:25][C:26]([C:28]1[CH:33]=[CH:32][CH:31]=[C:30]([O:34][CH3:35])[CH:29]=1)=[O:27])C, predict the reaction product. The product is: [OH:36][C:24]1[C:23](=[O:22])[N:12]([C:13]2[N:14]=[N:15][C:16]([CH3:19])=[CH:17][CH:18]=2)[CH:8]([C:7]2[CH:10]=[CH:11][C:4]([CH:1]([CH3:3])[CH3:2])=[CH:5][CH:6]=2)[C:25]=1[C:26](=[O:27])[C:28]1[CH:33]=[CH:32][CH:31]=[C:30]([O:34][CH3:35])[CH:29]=1. (4) Given the reactants Br[CH2:2][C:3]1[CH:8]=[C:7]([F:9])[CH:6]=[CH:5][C:4]=1[N+:10]([O-:12])=[O:11].[CH3:13][S-:14].[Na+], predict the reaction product. The product is: [F:9][C:7]1[CH:6]=[CH:5][C:4]([N+:10]([O-:12])=[O:11])=[C:3]([CH2:2][S:14][CH3:13])[CH:8]=1.